Predict the reactants needed to synthesize the given product. From a dataset of Full USPTO retrosynthesis dataset with 1.9M reactions from patents (1976-2016). Given the product [Cl:1][C:2]1[CH:23]=[C:22]([Cl:24])[CH:21]=[CH:20][C:3]=1[CH2:4][N:5]1[C:9]([CH2:10][CH2:11][C:12]([OH:14])=[O:13])=[CH:8][C:7]([CH:17]([CH3:19])[CH3:18])=[N:6]1, predict the reactants needed to synthesize it. The reactants are: [Cl:1][C:2]1[CH:23]=[C:22]([Cl:24])[CH:21]=[CH:20][C:3]=1[CH2:4][N:5]1[C:9]([CH2:10][CH2:11][C:12]([O:14]CC)=[O:13])=[CH:8][C:7]([CH:17]([CH3:19])[CH3:18])=[N:6]1.[OH-].[Na+].O1CCCC1.